Dataset: Forward reaction prediction with 1.9M reactions from USPTO patents (1976-2016). Task: Predict the product of the given reaction. Given the reactants C([O:4][C:5](=[O:35])[CH2:6][CH2:7][CH2:8][O:9][C:10]1[CH:11]=[CH:12][C:13]2[C:26](=[O:27])[C:25]([Br:28])=[C:24]3[C:15](=[N:16][C:17]4[C:22]([O:23]3)=[CH:21][C:20]([N:29]([CH2:32][CH3:33])[CH2:30][CH3:31])=[CH:19][CH:18]=4)[C:14]=2[CH:34]=1)C=C.C(NCC)C, predict the reaction product. The product is: [Br:28][C:25]1[C:26](=[O:27])[C:13]2[CH:12]=[CH:11][C:10]([O:9][CH2:8][CH2:7][CH2:6][C:5]([OH:35])=[O:4])=[CH:34][C:14]=2[C:15]2[C:24]=1[O:23][C:22]1[C:17](=[CH:18][CH:19]=[C:20]([N:29]([CH2:32][CH3:33])[CH2:30][CH3:31])[CH:21]=1)[N:16]=2.